From a dataset of CYP2C19 inhibition data for predicting drug metabolism from PubChem BioAssay. Regression/Classification. Given a drug SMILES string, predict its absorption, distribution, metabolism, or excretion properties. Task type varies by dataset: regression for continuous measurements (e.g., permeability, clearance, half-life) or binary classification for categorical outcomes (e.g., BBB penetration, CYP inhibition). Dataset: cyp2c19_veith. (1) The drug is O=c1ccc2[nH]cc(C3=CCNCC3)c2[nH]1. The result is 1 (inhibitor). (2) The compound is O=C(c1cccc(F)c1)N1CCC2(CC1)CCN(C(c1ccccc1)c1ccccc1)CC2. The result is 0 (non-inhibitor). (3) The compound is COc1ccc2[nH]c3c(c2c1)CCNC3. The result is 0 (non-inhibitor). (4) The molecule is Oc1ccc2c3c1O[C@H]1c4c(c5ccccc5n4Cc4ccccc4)C[C@]4(O)[C@H](C2)N(CC2CC2)CC[C@@]314. The result is 0 (non-inhibitor). (5) The molecule is COc1cccc(-c2cc(C(F)(F)F)nc(N3CCCCC3)n2)c1. The result is 1 (inhibitor). (6) The drug is CCOC(=O)c1c(-c2ccc(-c3ccccc3)cc2)csc1NC(=O)C1C2CCC(O2)C1C(=O)O. The result is 1 (inhibitor). (7) The molecule is CN(C(=S)Nc1ccccc1F)C1(c2ccccc2Cl)CCCCC1=O. The result is 1 (inhibitor). (8) The compound is N[C@H](CC(=O)O)C(=O)O. The result is 0 (non-inhibitor). (9) The result is 0 (non-inhibitor). The compound is O=c1c2ccc([N+](=O)[O-])c3cccc(c32)c2nc3ccccc3n12. (10) The result is 1 (inhibitor). The molecule is COc1ncc2nc(CCc3ccccc3)c(=O)n(Cc3cccs3)c2n1.